Dataset: Full USPTO retrosynthesis dataset with 1.9M reactions from patents (1976-2016). Task: Predict the reactants needed to synthesize the given product. (1) Given the product [CH3:23][C:19]1([CH3:24])[O:18][C:17](=[O:25])[C:16](=[CH:15][NH:1][C:2]2[CH:7]=[CH:6][C:5]([O:8][C:9](=[O:11])[CH3:10])=[C:4]([CH3:12])[CH:3]=2)[C:21](=[O:22])[O:20]1, predict the reactants needed to synthesize it. The reactants are: [NH2:1][C:2]1[CH:7]=[CH:6][C:5]([O:8][C:9](=[O:11])[CH3:10])=[C:4]([CH3:12])[CH:3]=1.CO[CH:15]=[C:16]1[C:21](=[O:22])[O:20][C:19]([CH3:24])([CH3:23])[O:18][C:17]1=[O:25]. (2) The reactants are: Br[C:2]1[CH:7]=[CH:6][CH:5]=[CH:4][C:3]=1[CH2:8][C:9]([OH:11])=[O:10].[CH3:12][O:13][C:14]1[CH:19]=[CH:18][CH:17]=[C:16]([NH2:20])[CH:15]=1. Given the product [CH3:12][O:13][C:14]1[CH:15]=[C:16]([NH:20][C:2]2[CH:7]=[CH:6][CH:5]=[CH:4][C:3]=2[CH2:8][C:9]([OH:11])=[O:10])[CH:17]=[CH:18][CH:19]=1, predict the reactants needed to synthesize it. (3) Given the product [CH3:7][O:8][C:9]1[CH:10]=[C:11]([CH:14]=[CH:15][C:16]=1[F:17])[CH2:12][NH2:13], predict the reactants needed to synthesize it. The reactants are: [H-].[Al+3].[Li+].[H-].[H-].[H-].[CH3:7][O:8][C:9]1[CH:10]=[C:11]([CH:14]=[CH:15][C:16]=1[F:17])[C:12]#[N:13]. (4) Given the product [CH:1]1([CH2:6][CH:7]([C:11]2[CH:16]=[CH:15][C:14]([NH:17][C:18](=[O:25])[CH2:19][C:20]3[S:21][CH:22]=[CH:23][CH:24]=3)=[CH:13][CH:12]=2)[C:8]([NH:53][C:54]2[S:55][CH:56]=[CH:57][N:58]=2)=[O:9])[CH2:5][CH2:4][CH2:3][CH2:2]1, predict the reactants needed to synthesize it. The reactants are: [CH:1]1([CH2:6][CH:7]([C:11]2[CH:16]=[CH:15][C:14]([NH:17][C:18](=[O:25])[CH2:19][C:20]3[S:21][CH:22]=[CH:23][CH:24]=3)=[CH:13][CH:12]=2)[C:8](O)=[O:9])[CH2:5][CH2:4][CH2:3][CH2:2]1.F[P-](F)(F)(F)(F)F.N1(O[P+](N(C)C)(N(C)C)N(C)C)C2C=CC=CC=2N=N1.[NH2:53][C:54]1[S:55][CH:56]=[CH:57][N:58]=1.C(N(CC)CC)C. (5) Given the product [Br:13][CH2:12][C:9]1[CH:10]=[CH:11][C:6]([S:3]([CH2:2][F:1])(=[O:4])=[O:5])=[CH:7][CH:8]=1, predict the reactants needed to synthesize it. The reactants are: [F:1][CH2:2][S:3]([C:6]1[CH:11]=[CH:10][C:9]([CH3:12])=[CH:8][CH:7]=1)(=[O:5])=[O:4].[Br:13]N1C(=O)CCC1=O.CC(N=NC(C#N)(C)C)(C#N)C. (6) Given the product [N:51]1[CH:50]=[CH:49][N:48]2[C:43]([C:11]3[N:12]=[C:7]([N:1]4[CH2:6][CH2:5][O:4][CH2:3][CH2:2]4)[C:8]4[S:28][C:27]([CH2:29][N:30]5[CH2:35][CH2:34][N:33]([C:36]([CH3:41])([CH3:40])[C:37]([NH2:39])=[O:38])[CH2:32][CH2:31]5)=[CH:26][C:9]=4[N:10]=3)=[CH:44][CH:45]=[CH:46][C:47]=12, predict the reactants needed to synthesize it. The reactants are: [N:1]1([C:7]2[C:8]3[S:28][C:27]([CH2:29][N:30]4[CH2:35][CH2:34][N:33]([C:36]([CH3:41])([CH3:40])[C:37]([NH2:39])=[O:38])[CH2:32][CH2:31]4)=[CH:26][C:9]=3[N:10]=[C:11]([Sn](CCCC)(CCCC)CCCC)[N:12]=2)[CH2:6][CH2:5][O:4][CH2:3][CH2:2]1.Br[C:43]1[N:48]2[CH:49]=[CH:50][N:51]=[C:47]2[CH:46]=[CH:45][CH:44]=1. (7) Given the product [Cl:1][C:2]1[N:7]=[C:6]([C:8]2[S:12][C:11]([CH:13]([CH3:15])[CH3:14])=[N:10][C:9]=2[C:16]2[CH:17]=[C:18]([NH:22][S:36]([C:33]3[CH:34]=[CH:35][C:30]([F:29])=[CH:31][CH:32]=3)(=[O:38])=[O:37])[CH:19]=[CH:20][CH:21]=2)[CH:5]=[CH:4][N:3]=1, predict the reactants needed to synthesize it. The reactants are: [Cl:1][C:2]1[N:7]=[C:6]([C:8]2[S:12][C:11]([CH:13]([CH3:15])[CH3:14])=[N:10][C:9]=2[C:16]2[CH:17]=[C:18]([NH2:22])[CH:19]=[CH:20][CH:21]=2)[CH:5]=[CH:4][N:3]=1.N1C=CC=CC=1.[F:29][C:30]1[CH:35]=[CH:34][C:33]([S:36](Cl)(=[O:38])=[O:37])=[CH:32][CH:31]=1.